This data is from Peptide-MHC class I binding affinity with 185,985 pairs from IEDB/IMGT. The task is: Regression. Given a peptide amino acid sequence and an MHC pseudo amino acid sequence, predict their binding affinity value. This is MHC class I binding data. (1) The peptide sequence is KQNPDIVIY. The MHC is HLA-B40:02 with pseudo-sequence HLA-B40:02. The binding affinity (normalized) is 0. (2) The peptide sequence is MTHRRPTIEK. The MHC is HLA-A11:01 with pseudo-sequence HLA-A11:01. The binding affinity (normalized) is 0.560. (3) The peptide sequence is VMLDWGIEL. The MHC is HLA-A31:01 with pseudo-sequence HLA-A31:01. The binding affinity (normalized) is 0.0847. (4) The peptide sequence is FFSPFFFSL. The MHC is HLA-A29:02 with pseudo-sequence HLA-A29:02. The binding affinity (normalized) is 0.0847. (5) The peptide sequence is IMDLEKRHVL. The MHC is HLA-B08:01 with pseudo-sequence HLA-B08:01. The binding affinity (normalized) is 0.654. (6) The peptide sequence is RQFPTAFEY. The MHC is Mamu-B3901 with pseudo-sequence Mamu-B3901. The binding affinity (normalized) is 0.378. (7) The peptide sequence is FLARAIVFV. The MHC is HLA-A02:03 with pseudo-sequence HLA-A02:03. The binding affinity (normalized) is 1.00. (8) The peptide sequence is AEQASQDVKNW. The MHC is HLA-A02:01 with pseudo-sequence HLA-A02:01. The binding affinity (normalized) is 0. (9) The peptide sequence is EVGSIRCVKY. The MHC is HLA-A11:01 with pseudo-sequence HLA-A11:01. The binding affinity (normalized) is 0.